Dataset: Full USPTO retrosynthesis dataset with 1.9M reactions from patents (1976-2016). Task: Predict the reactants needed to synthesize the given product. (1) Given the product [CH2:1]([CH:3]([C:6]1[C:7]2[N:8]([C:13]([C:30]3[N:25]4[N:26]=[C:27]([CH3:29])[CH:28]=[C:23]([CH:20]([CH2:18][CH3:19])[CH2:21][CH3:22])[C:24]4=[N:32][C:31]=3[CH3:33])=[C:14]([CH3:16])[N:15]=2)[N:9]=[C:10]([CH3:12])[CH:11]=1)[CH2:4][CH3:5])[CH3:2], predict the reactants needed to synthesize it. The reactants are: [CH2:1]([CH:3]([C:6]1[C:7]2[N:8]([C:13](I)=[C:14]([CH3:16])[N:15]=2)[N:9]=[C:10]([CH3:12])[CH:11]=1)[CH2:4][CH3:5])[CH3:2].[CH2:18]([CH:20]([C:23]1[C:24]2[N:25]([CH:30]=[C:31]([CH3:33])[N:32]=2)[N:26]=[C:27]([CH3:29])[CH:28]=1)[CH2:21][CH3:22])[CH3:19]. (2) Given the product [CH:18]([C@@H:8]1[C:7](=[O:21])[N:6]([CH2:5][CH2:4][C:3]([OH:22])=[O:2])[C:11]2[CH:12]=[C:13]([CH3:17])[CH:14]=[C:15]([CH3:16])[C:10]=2[O:9]1)([CH3:20])[CH3:19], predict the reactants needed to synthesize it. The reactants are: C[O:2][C:3](=[O:22])[CH2:4][CH2:5][N:6]1[C:11]2[CH:12]=[C:13]([CH3:17])[CH:14]=[C:15]([CH3:16])[C:10]=2[O:9][C@H:8]([CH:18]([CH3:20])[CH3:19])[C:7]1=[O:21].[OH-].[Na+]. (3) The reactants are: [NH2:1][CH:2]([C:9]1[C:14]([O:15][CH3:16])=[CH:13][CH:12]=[CH:11][C:10]=1[O:17][CH3:18])[CH2:3][CH2:4][C:5]([O:7]C)=O.[C:19]1([CH:29]=O)[C:28]2[C:23](=[CH:24][CH:25]=[CH:26][CH:27]=2)[CH:22]=[CH:21][CH:20]=1. Given the product [CH3:18][O:17][C:10]1[CH:11]=[CH:12][CH:13]=[C:14]([O:15][CH3:16])[C:9]=1[CH:2]1[N:1]([CH2:29][C:19]2[C:28]3[C:23](=[CH:24][CH:25]=[CH:26][CH:27]=3)[CH:22]=[CH:21][CH:20]=2)[C:5](=[O:7])[CH2:4][CH2:3]1, predict the reactants needed to synthesize it. (4) Given the product [ClH:29].[Cl:30][C:24]1[CH:25]=[C:26]([Cl:29])[CH:27]=[CH:28][C:23]=1[CH2:22][O:21][C:18]1[CH:19]=[CH:20][C:15]([O:14][CH2:13][C@H:9]2[CH2:10][CH2:11][CH2:12][NH:8]2)=[CH:16][CH:17]=1, predict the reactants needed to synthesize it. The reactants are: C(OC([N:8]1[CH2:12][CH2:11][CH2:10][C@@H:9]1[CH2:13][O:14][C:15]1[CH:20]=[CH:19][C:18]([O:21][CH2:22][C:23]2[CH:28]=[CH:27][C:26]([Cl:29])=[CH:25][C:24]=2[Cl:30])=[CH:17][CH:16]=1)=O)(C)(C)C.Cl.CCOCC. (5) Given the product [O:6]1[C:7]2[CH:12]=[CH:11][C:10]([C:13]3([C:16]([OH:18])=[O:17])[CH2:15][CH2:14]3)=[CH:9][C:8]=2[CH:4]=[CH:5]1, predict the reactants needed to synthesize it. The reactants are: C(O[CH:4](OCC)[CH2:5][O:6][C:7]1[CH:12]=[CH:11][C:10]([C:13]2([C:16]([OH:18])=[O:17])[CH2:15][CH2:14]2)=[CH:9][CH:8]=1)C. (6) Given the product [CH3:17][O:16][C:14]([C:11]1[NH:12][CH:13]=[C:9]([CH2:8][CH2:7][C:6]([OH:18])=[O:5])[CH:10]=1)=[O:15], predict the reactants needed to synthesize it. The reactants are: C([O:5][C:6](=[O:18])[CH2:7][CH2:8][C:9]1[CH:10]=[C:11]([C:14]([O:16][CH3:17])=[O:15])[NH:12][CH:13]=1)(C)(C)C.Cl. (7) Given the product [C:1]([C:3](=[CH:23][C:22]1[CH:25]=[C:26]([O:29][CH3:30])[C:27]([OH:28])=[C:20]([OH:19])[CH:21]=1)[C:4]([NH:6][CH2:7][CH2:8][CH:9]([NH:13][C:14](=[O:18])[C:15]([C:16]#[N:17])=[CH:23][C:22]1[CH:25]=[C:26]([O:29][CH3:30])[C:27]([OH:28])=[C:20]([OH:19])[CH:21]=1)[CH2:10][CH2:11][CH3:12])=[O:5])#[N:2], predict the reactants needed to synthesize it. The reactants are: [C:1]([CH2:3][C:4]([NH:6][CH2:7][CH2:8][CH:9]([NH:13][C:14](=[O:18])[CH2:15][C:16]#[N:17])[CH2:10][CH2:11][CH3:12])=[O:5])#[N:2].[OH:19][C:20]1[CH:21]=[C:22]([CH:25]=[C:26]([O:29][CH3:30])[C:27]=1[OH:28])[CH:23]=O. (8) Given the product [Br:20][C:3]1[CH:4]=[C:5]2[C:10](=[CH:11][C:2]=1[OH:1])[NH:9][C:8](=[O:12])[CH2:7][CH2:6]2, predict the reactants needed to synthesize it. The reactants are: [OH:1][C:2]1[CH:11]=[C:10]2[C:5]([CH2:6][CH2:7][C:8](=[O:12])[NH:9]2)=[CH:4][CH:3]=1.C1C(=O)N([Br:20])C(=O)C1. (9) Given the product [OH:1][CH:2]([C:12]1[CH:13]=[C:14]([CH2:18][CH2:19][CH2:20][CH2:21][C:22]([N:24]([CH3:26])[CH3:25])=[O:23])[CH:15]=[CH:16][CH:17]=1)[CH2:3][CH2:4][NH:5][C:6](=[O:11])[C:7]([F:10])([F:9])[F:8], predict the reactants needed to synthesize it. The reactants are: [OH:1][CH:2]([C:12]1[CH:13]=[C:14]([C:18]#[C:19][CH2:20][CH2:21][C:22]([N:24]([CH3:26])[CH3:25])=[O:23])[CH:15]=[CH:16][CH:17]=1)[CH2:3][CH2:4][NH:5][C:6](=[O:11])[C:7]([F:10])([F:9])[F:8].